Task: Predict the reaction yield, written as a fraction of the theoretical maximum amount of product (1.0 means a 100% yield; for example, 0.34 means a 34% yield).. Dataset: Reaction yield outcomes from USPTO patents with 853,638 reactions (1) The reactants are Cl.[CH:2]([C:5]1[CH:6]=[C:7]([C:11]2([NH2:17])[CH2:16][CH2:15][CH2:14][CH2:13][CH2:12]2)[CH:8]=[CH:9][CH:10]=1)([CH3:4])[CH3:3].[OH-].[Na+].[CH2:20]([O:27][C:28]1[CH:33]=[CH:32][C:31]([CH2:34][C@H:35]([NH:39][C:40](=[O:46])[O:41][C:42]([CH3:45])([CH3:44])[CH3:43])[C@H:36]2[CH2:38][O:37]2)=[CH:30][C:29]=1[F:47])[C:21]1[CH:26]=[CH:25][CH:24]=[CH:23][CH:22]=1. The catalyst is C(OCC)(=O)C. The product is [F:47][C:29]1[CH:30]=[C:31]([CH:32]=[CH:33][C:28]=1[O:27][CH2:20][C:21]1[CH:22]=[CH:23][CH:24]=[CH:25][CH:26]=1)[CH2:34][C@H:35]([NH:39][C:40](=[O:46])[O:41][C:42]([CH3:45])([CH3:43])[CH3:44])[C@H:36]([OH:37])[CH2:38][NH:17][C:11]1([C:7]2[CH:8]=[CH:9][CH:10]=[C:5]([CH:2]([CH3:4])[CH3:3])[CH:6]=2)[CH2:16][CH2:15][CH2:14][CH2:13][CH2:12]1. The yield is 0.540. (2) The reactants are [O:1]=[C:2]1[NH:6][C@H:5]([C:7]([O:9][CH3:10])=[O:8])[CH2:4][CH2:3]1.C(N(CC)CC)C.[O:18](C(OC(C)(C)C)=O)[C:19]([O:21][C:22]([CH3:25])([CH3:24])[CH3:23])=O. The catalyst is C(Cl)Cl.CN(C1C=CN=CC=1)C. The product is [O:1]=[C:2]1[N:6]([C:19]([O:21][C:22]([CH3:25])([CH3:24])[CH3:23])=[O:18])[C@H:5]([C:7]([O:9][CH3:10])=[O:8])[CH2:4][CH2:3]1. The yield is 0.960. (3) The reactants are C(OC([NH:8][C@H:9]([C:11]([NH:13][CH:14]1[N:20]=[C:19]([C:21]2[CH:26]=[CH:25][CH:24]=[CH:23][CH:22]=2)[C:18]2[CH:27]=[CH:28][CH:29]=[CH:30][C:17]=2[N:16]([CH2:31][CH2:32][CH2:33][C:34]([F:37])([F:36])[F:35])[C:15]1=[O:38])=[O:12])[CH3:10])=O)(C)(C)C.C(O)(C(F)(F)F)=O.C(Cl)Cl. No catalyst specified. The product is [NH2:8][C@H:9]([C:11]([NH:13][CH:14]1[N:20]=[C:19]([C:21]2[CH:26]=[CH:25][CH:24]=[CH:23][CH:22]=2)[C:18]2[CH:27]=[CH:28][CH:29]=[CH:30][C:17]=2[N:16]([CH2:31][CH2:32][CH2:33][C:34]([F:37])([F:35])[F:36])[C:15]1=[O:38])=[O:12])[CH3:10]. The yield is 0.680. (4) The reactants are Cl.FC1C=C(NC(NC(=O)[CH2:16][C:13]2[CH:14]=CC=C[CH:12]=2)=S)C=CC=1OC1C2C(=C[C:12](OC)=[C:13]([C:16](O)=O)[CH:14]=2)N=CC=1.Cl.[F:39][C:40]1[CH:66]=[C:65]([NH:67][C:68]([NH:70][C:71](=[O:79])[CH2:72][C:73]2[CH:78]=[CH:77][CH:76]=[CH:75][CH:74]=2)=[S:69])[CH:64]=[CH:63][C:41]=1[O:42][C:43]1[C:52]2[C:47](=[CH:48][C:49]([O:61][CH3:62])=[C:50]([C:53]([NH:55][CH:56]([CH3:60])[C:57]([OH:59])=[O:58])=[O:54])[CH:51]=2)[N:46]=[CH:45][CH:44]=1. No catalyst specified. The product is [F:39][C:40]1[CH:66]=[C:65]([NH:67][C:68]([NH:70][C:71](=[O:79])[CH2:72][C:73]2[CH:74]=[CH:75][CH:76]=[CH:77][CH:78]=2)=[S:69])[CH:64]=[CH:63][C:41]=1[O:42][C:43]1[C:52]2[C:47](=[CH:48][C:49]([O:61][CH3:62])=[C:50]([C:53]([NH:55][CH:56]([CH3:60])[C:57]([O:59][C:13]([CH3:16])([CH3:14])[CH3:12])=[O:58])=[O:54])[CH:51]=2)[N:46]=[CH:45][CH:44]=1. The yield is 1.00. (5) The reactants are [Cl:1][C:2]1[CH:7]=[CH:6][CH:5]=[C:4]([Cl:8])[C:3]=1[C:9]1[S:10][CH:11]=[C:12](/[CH:14]=[CH:15]/C(N=[N+]=[N-])=O)[N:13]=1.[N-:21]=[N+]=[N-].[Na+].ClC1C=CC=C(Cl)C=1[C:33]1SC=[C:36](/[CH:38]=[CH:39]/[C:40](Cl)=O)[N:37]=1.[OH2:43]. The catalyst is CC(C)=O.O1CCOCC1. The product is [Cl:8][C:4]1[CH:5]=[CH:6][CH:7]=[C:2]([Cl:1])[C:3]=1[C:9]1[S:10][C:11]2[C:33]([NH:37][C:36]([CH:38]3[CH2:40][CH2:39]3)=[O:43])=[N:21][CH:15]=[CH:14][C:12]=2[N:13]=1. The yield is 0.980.